Dataset: Forward reaction prediction with 1.9M reactions from USPTO patents (1976-2016). Task: Predict the product of the given reaction. (1) Given the reactants [OH:1][CH2:2][C:3]([CH2:9][OH:10])([CH2:7][OH:8])[C:4]([OH:6])=[O:5].[N+](=[CH2:13])=[N-].C(OCC)C, predict the reaction product. The product is: [OH:1][CH2:2][C:3]([CH2:9][OH:10])([CH2:7][OH:8])[C:4]([O:6][CH3:13])=[O:5]. (2) The product is: [NH2:9][C:10]1[CH2:31][O:30][CH2:29][C@:12]2([C:25]3[CH:24]=[C:23]([C:34]4[CH2:33][O:32][CH2:37][CH2:36][CH:35]=4)[CH:22]=[C:21]([F:27])[C:20]=3[O:19][C:18]3[C:13]2=[CH:14][C:15]([OH:28])=[CH:16][CH:17]=3)[N:11]=1. Given the reactants P([O-])([O-])([O-])=O.[K+].[K+].[K+].[NH2:9][C:10]1[CH2:31][O:30][CH2:29][C@:12]2([C:25]3[CH:24]=[C:23](Br)[CH:22]=[C:21]([F:27])[C:20]=3[O:19][C:18]3[C:13]2=[CH:14][C:15]([OH:28])=[CH:16][CH:17]=3)[N:11]=1.[O:32]1[CH2:37][CH2:36][CH:35]=[C:34](B2OC(C)(C)C(C)(C)O2)[CH2:33]1, predict the reaction product. (3) Given the reactants [O:1]1CCCC1.B.[F:7][C:8]1[CH:13]=[CH:12][C:11]([C:14]([CH3:16])=[CH2:15])=[CH:10][N:9]=1.[OH-].[Na+].OO, predict the reaction product. The product is: [F:7][C:8]1[N:9]=[CH:10][C:11]([CH:14]([CH3:16])[CH2:15][OH:1])=[CH:12][CH:13]=1. (4) Given the reactants [F:1][C:2]([F:24])([F:23])[C:3]1[CH:18]=[C:17]([C:19]([F:22])([F:21])[F:20])[CH:16]=[CH:15][C:4]=1[CH2:5][N:6]1[CH2:12][CH2:11][CH2:10][CH:9]([CH2:13][OH:14])[CH2:8][CH2:7]1.C(N(CC)CC)C.O, predict the reaction product. The product is: [F:24][C:2]([F:1])([F:23])[C:3]1[CH:18]=[C:17]([C:19]([F:22])([F:21])[F:20])[CH:16]=[CH:15][C:4]=1[CH2:5][N:6]1[CH2:12][CH2:11][CH2:10][CH:9]([CH:13]=[O:14])[CH2:8][CH2:7]1. (5) Given the reactants [NH2:1][C:2](=O)[C@@H:3]([NH:12][C:13](=[O:19])[O:14][C:15]([CH3:18])([CH3:17])[CH3:16])[CH2:4][C:5]1[CH:10]=[CH:9][C:8]([Br:11])=[CH:7][CH:6]=1.O=P(Cl)(Cl)Cl, predict the reaction product. The product is: [Br:11][C:8]1[CH:9]=[CH:10][C:5]([CH2:4][C@H:3]([NH:12][C:13](=[O:19])[O:14][C:15]([CH3:17])([CH3:16])[CH3:18])[C:2]#[N:1])=[CH:6][CH:7]=1.